Dataset: NCI-60 drug combinations with 297,098 pairs across 59 cell lines. Task: Regression. Given two drug SMILES strings and cell line genomic features, predict the synergy score measuring deviation from expected non-interaction effect. (1) Drug 1: CC1=C(C=C(C=C1)C(=O)NC2=CC(=CC(=C2)C(F)(F)F)N3C=C(N=C3)C)NC4=NC=CC(=N4)C5=CN=CC=C5. Drug 2: C1CNP(=O)(OC1)N(CCCl)CCCl. Cell line: OVCAR-5. Synergy scores: CSS=2.75, Synergy_ZIP=2.86, Synergy_Bliss=-5.97, Synergy_Loewe=0.437, Synergy_HSA=-4.49. (2) Drug 1: CC1C(C(CC(O1)OC2CC(CC3=C2C(=C4C(=C3O)C(=O)C5=C(C4=O)C(=CC=C5)OC)O)(C(=O)CO)O)N)O.Cl. Drug 2: CC1C(C(CC(O1)OC2CC(CC3=C2C(=C4C(=C3O)C(=O)C5=C(C4=O)C(=CC=C5)OC)O)(C(=O)C)O)N)O.Cl. Synergy scores: CSS=30.0, Synergy_ZIP=4.52, Synergy_Bliss=6.37, Synergy_Loewe=-20.3, Synergy_HSA=1.84. Cell line: HOP-62.